This data is from Forward reaction prediction with 1.9M reactions from USPTO patents (1976-2016). The task is: Predict the product of the given reaction. (1) Given the reactants Cl.[F:2][C:3]([F:24])([F:23])[C:4]1[CH:22]=[CH:21][CH:20]=[CH:19][C:5]=1[CH:6]([O:14][CH:15]1[CH2:18][NH:17][CH2:16]1)[C:7]1[CH:12]=[CH:11][C:10]([Cl:13])=[CH:9][CH:8]=1.C(=O)([O-])[O-].[CH2:29]([N:32]=[C:33]=[O:34])[CH:30]=[CH2:31], predict the reaction product. The product is: [F:24][C:3]([F:2])([F:23])[C:4]1[CH:22]=[CH:21][CH:20]=[CH:19][C:5]=1[CH:6]([O:14][CH:15]1[CH2:18][N:17]([C:33]([NH:32][CH2:29][CH:30]=[CH2:31])=[O:34])[CH2:16]1)[C:7]1[CH:12]=[CH:11][C:10]([Cl:13])=[CH:9][CH:8]=1. (2) Given the reactants [I:1][C:2]1[C:3]([S:11][C:12]2[NH:13][C:14]3[CH:19]=[CH:18][N:17]=[C:16]([NH2:20])[C:15]=3[N:21]=2)=[CH:4][C:5]2[O:9][CH2:8][O:7][C:6]=2[CH:10]=1.[C:22]([O:25][CH2:26][CH2:27][CH2:28]Br)(=[O:24])[CH3:23].C([O-])([O-])=O.[Cs+].[Cs+].C(OCCCN1C2C=CN=C(N)C=2N=C1SC1C(Br)=CC2OCOC=2C=1)(=O)C, predict the reaction product. The product is: [C:22]([O:25][CH2:26][CH2:27][CH2:28][N:13]1[C:14]2[CH:19]=[CH:18][N:17]=[C:16]([NH2:20])[C:15]=2[N:21]=[C:12]1[S:11][C:3]1[C:2]([I:1])=[CH:10][C:6]2[O:7][CH2:8][O:9][C:5]=2[CH:4]=1)(=[O:24])[CH3:23]. (3) Given the reactants [CH2:1]([N:4]([CH2:19][CH2:20][CH3:21])[CH2:5][CH2:6][CH2:7][CH2:8][NH:9][CH2:10][C:11]1[CH:18]=[CH:17][C:14]([C:15]#[N:16])=[CH:13][CH:12]=1)[CH2:2][CH3:3].C=O.[C:24]([BH3-])#N.[Na+].[OH-].[Na+], predict the reaction product. The product is: [CH2:19]([N:4]([CH2:1][CH2:2][CH3:3])[CH2:5][CH2:6][CH2:7][CH2:8][N:9]([CH2:10][C:11]1[CH:12]=[CH:13][C:14]([C:15]#[N:16])=[CH:17][CH:18]=1)[CH3:24])[CH2:20][CH3:21]. (4) The product is: [CH2:17]([N:10]1[CH2:11][C:12](=[O:13])[N:8]([C:4]2[CH:5]=[CH:6][CH:7]=[C:2]([I:1])[CH:3]=2)[C:9]1=[O:14])[C:18]1[CH:23]=[CH:22][CH:21]=[CH:20][CH:19]=1. Given the reactants [I:1][C:2]1[CH:3]=[C:4]([N:8]2[C:12](=[O:13])[CH2:11][NH:10][C:9]2=[O:14])[CH:5]=[CH:6][CH:7]=1.[H-].[Na+].[CH2:17](Cl)[C:18]1[CH:23]=[CH:22][CH:21]=[CH:20][CH:19]=1.Cl, predict the reaction product. (5) Given the reactants O[C:2]1([C:13]([CH3:17])([CH3:16])[CH2:14][OH:15])[CH2:5][N:4]([C:6]([O:8][C:9]([CH3:12])([CH3:11])[CH3:10])=[O:7])[CH2:3]1.CC([O-])(C)C.[K+].C1(C)C=CC(S(Cl)(=O)=O)=CC=1.O, predict the reaction product. The product is: [C:9]([O:8][C:6]([N:4]1[CH2:5][C:2]2([O:15][CH2:14][C:13]2([CH3:17])[CH3:16])[CH2:3]1)=[O:7])([CH3:12])([CH3:11])[CH3:10]. (6) Given the reactants [Cl:1][C:2]1[C:6]2[CH:7]=[C:8]([N+:11]([O-])=O)[CH:9]=[CH:10][C:5]=2[S:4][N:3]=1.O, predict the reaction product. The product is: [NH2:11][C:8]1[CH:9]=[CH:10][C:5]2[S:4][N:3]=[C:2]([Cl:1])[C:6]=2[CH:7]=1. (7) The product is: [Cl:17][CH2:8][C:4]1[N:5]=[CH:6][N:7]=[C:2]([N:1]=[CH:10][N:11]([CH3:13])[CH3:12])[CH:3]=1. Given the reactants [NH2:1][C:2]1[N:7]=[CH:6][N:5]=[C:4]([CH2:8]O)[CH:3]=1.[CH3:10][N:11]([CH:13]=O)[CH3:12].O=P(Cl)(Cl)[Cl:17].CCN(CC)CC, predict the reaction product. (8) Given the reactants [F:1][C:2]([F:16])([F:15])[C:3]([N:5]1[CH2:14][CH2:13][C:12]2[C:7](=[CH:8][CH:9]=[CH:10][CH:11]=2)[CH2:6]1)=[O:4].[Cl-].[Cl-].[Cl-].[Al+3].[C:21](Cl)(=[O:23])[CH3:22], predict the reaction product. The product is: [F:16][C:2]([F:1])([F:15])[C:3]([N:5]1[CH2:14][CH2:13][C:12]2[C:7](=[CH:8][C:9]([C:21](=[O:23])[CH3:22])=[CH:10][CH:11]=2)[CH2:6]1)=[O:4]. (9) Given the reactants [CH3:1][N:2]([CH3:22])[CH:3]([C:5]1[CH:14]=[C:13]2[C:8]([C:9]3[CH:19]=[CH:18][CH:17]=[CH:16][C:10]=3[C:11](=[O:15])[O:12]2)=[C:7]([O:20]C)[CH:6]=1)[CH3:4].Br.C([O-])(O)=O.[Na+], predict the reaction product. The product is: [CH3:22][N:2]([CH3:1])[CH:3]([C:5]1[CH:14]=[C:13]2[C:8]([C:9]3[CH:19]=[CH:18][CH:17]=[CH:16][C:10]=3[C:11](=[O:15])[O:12]2)=[C:7]([OH:20])[CH:6]=1)[CH3:4]. (10) Given the reactants [F:1][CH:2]([F:44])[C:3]1[N:7]([C:8]2[N:13]=[C:12]([N:14]3[CH2:19][CH2:18][O:17][CH2:16][CH2:15]3)[N:11]=[C:10]([N:20]([CH3:34])[CH:21]3[CH2:26][CH2:25][N:24]([C:27]([O:29][C:30]([CH3:33])([CH3:32])[CH3:31])=[O:28])[CH2:23][CH2:22]3)[N:9]=2)[C:6]2[CH:35]=[CH:36][CH:37]=[C:38]([O:39][CH2:40][CH2:41][CH2:42]O)[C:5]=2[N:4]=1.C[CH2:46][N:47](CC)[CH2:48]C.CS(Cl)(=O)=O.CNC, predict the reaction product. The product is: [F:44][CH:2]([F:1])[C:3]1[N:7]([C:8]2[N:13]=[C:12]([N:14]3[CH2:15][CH2:16][O:17][CH2:18][CH2:19]3)[N:11]=[C:10]([N:20]([CH3:34])[CH:21]3[CH2:26][CH2:25][N:24]([C:27]([O:29][C:30]([CH3:31])([CH3:33])[CH3:32])=[O:28])[CH2:23][CH2:22]3)[N:9]=2)[C:6]2[CH:35]=[CH:36][CH:37]=[C:38]([O:39][CH2:40][CH2:41][CH2:42][N:47]([CH3:48])[CH3:46])[C:5]=2[N:4]=1.